Dataset: Reaction yield outcomes from USPTO patents with 853,638 reactions. Task: Predict the reaction yield, written as a fraction of the theoretical maximum amount of product (1.0 means a 100% yield; for example, 0.34 means a 34% yield). (1) The reactants are [Cl:1][C:2]1[CH:3]=[C:4]([C@H:9]2[CH2:13][CH2:12][CH2:11][N:10]2[C:14]2[CH:19]=[CH:18][N:17]3[N:20]=[CH:21][C:22]([NH2:23])=[C:16]3[N:15]=2)[CH:5]=[C:6]([F:8])[CH:7]=1.C1N=CN([C:29]([N:31]2[CH:35]=N[CH:33]=[CH:32]2)=[O:30])C=1.N1CC[C@H:38]([OH:41])C1. The catalyst is C(Cl)Cl. The product is [Cl:1][C:2]1[CH:3]=[C:4]([C@H:9]2[CH2:13][CH2:12][CH2:11][N:10]2[C:14]2[CH:19]=[CH:18][N:17]3[N:20]=[CH:21][C:22]([NH:23][C:29]([N:31]4[CH2:32][CH2:33][C@H:38]([OH:41])[CH2:35]4)=[O:30])=[C:16]3[N:15]=2)[CH:5]=[C:6]([F:8])[CH:7]=1. The yield is 0.830. (2) The reactants are N(OCC(C)C)=O.[Cl:8][C:9]1[CH:39]=[CH:38][C:12]([CH2:13][CH2:14][NH:15][C:16]([C:18]2[CH:36]=[CH:35][C:21]([O:22][C:23]3[CH:28]=[CH:27][C:26]([CH2:29][C:30]([O:32][CH3:33])=[O:31])=[CH:25][C:24]=3[Cl:34])=[C:20](N)[CH:19]=2)=[O:17])=[CH:11][CH:10]=1. The catalyst is CN(C=O)C.C(OCC)(=O)C. The product is [Cl:8][C:9]1[CH:10]=[CH:11][C:12]([CH2:13][CH2:14][NH:15][C:16]([C:18]2[CH:36]=[CH:35][C:21]([O:22][C:23]3[CH:28]=[CH:27][C:26]([CH2:29][C:30]([O:32][CH3:33])=[O:31])=[CH:25][C:24]=3[Cl:34])=[CH:20][CH:19]=2)=[O:17])=[CH:38][CH:39]=1. The yield is 0.723. (3) The reactants are [CH3:1][C:2]([C:4]1[CH:9]=[CH:8][C:7]([NH2:10])=[CH:6][CH:5]=1)=[O:3].[S-:11][C:12]#[N:13].[K+].BrBr.[NH4+].[OH-]. The catalyst is C(O)(=O)C.O. The product is [NH2:13][C:12]1[S:11][C:6]2[CH:5]=[C:4]([C:2](=[O:3])[CH3:1])[CH:9]=[CH:8][C:7]=2[N:10]=1. The yield is 0.760. (4) The reactants are C([O:4][C:5]1[CH:13]=[CH:12][C:11]([Cl:14])=[CH:10][C:6]=1[C:7]([OH:9])=O)(=O)C.[NH2:15][C@@H:16]([CH2:34][CH:35]([CH3:37])[CH3:36])[C:17]([NH:19][C:20]1[CH:25]=[C:24]([C:26]([F:29])([F:28])[F:27])[CH:23]=[C:22]([C:30]([F:33])([F:32])[F:31])[CH:21]=1)=[O:18]. No catalyst specified. The product is [Cl:14][C:11]1[CH:12]=[CH:13][C:5]([OH:4])=[C:6]([CH:10]=1)[C:7]([NH:15][C@H:16]([C:17](=[O:18])[NH:19][C:20]1[CH:25]=[C:24]([C:26]([F:28])([F:29])[F:27])[CH:23]=[C:22]([C:30]([F:31])([F:32])[F:33])[CH:21]=1)[CH2:34][CH:35]([CH3:36])[CH3:37])=[O:9]. The yield is 0.248. (5) The yield is 0.850. The product is [Cl:3][C:1]([O:16][CH:14]([C:10]1[CH:11]=[C:12]2[O:13][CH2:5][O:6][C:7]2=[CH:8][C:9]=1[N+:17]([O-:19])=[O:18])[CH3:15])=[O:2]. The catalyst is C1COCC1. The reactants are [C:1](Cl)([Cl:3])=[O:2].[CH2:5]1[O:13][C:12]2[C:7](=[CH:8][C:9]([N+:17]([O-:19])=[O:18])=[C:10]([CH:14]([OH:16])[CH3:15])[CH:11]=2)[O:6]1.CCOCC.CCCCCC.